From a dataset of Experimentally validated miRNA-target interactions with 360,000+ pairs, plus equal number of negative samples. Binary Classification. Given a miRNA mature sequence and a target amino acid sequence, predict their likelihood of interaction. (1) The miRNA is mmu-miR-181b-1-3p with sequence CUCACUGAACAAUGAAUGCAA. The protein sequence of the target gene is MLLFLSVPQPRPPGARTRAGAARVARWRRLRLQQLRRLRGLLRVLRGRPGAGSRRRGRMALCGQAAGAASLPSELIVHIFSFLPAPDRLRASASCSHWRECLFYPALWPQLRICLRVSPAEQPRLEFLMRKCGWFVRELRVEFAAENYLSGGGPGDGGGADTGTGGEEVEALQLSARWLEVLRTYLELVLCVLVSIRNNRNLQKFSLFGDISVLQQQGSLSNTYLSKVDPDGKKIKQIQQLFEEILSNSRQLKWLSCGFMLEIVTPTSLSSLSNAVANTMEHLSLLDNNIPGNSTLITAV.... Result: 0 (no interaction). (2) The miRNA is hsa-miR-6797-3p with sequence UGCAUGACCCUUCCCUCCCCAC. The protein sequence of the target gene is MVWDRQTKMEYEWKPDEQGLQQILQLLKESQSPDTTIQRTVQQKLEQLNQYPDFNNYLIFVLTKLKSEDEPTRSLSGLILKNNVKAHFQNFPNGVTDFIKSECLNNIGDSSPLIRATVGILITTIASKGELQNWPDLLPKLCSLLDSEDYNTCEGAFGALQKICEDSAEILDSDVLDRPLNIMIPKFLQFFKHSSPKIRSHAVACVNQFIISRTQALMLHIDSFIENLFALAGDEEPEVRKNVCRALVMLLEVRMDRLLPHMHNIVEYMLQRTQDQDENVALEACEFWLTLAEQPICKDV.... Result: 1 (interaction). (3) The miRNA is mmu-miR-883a-5p with sequence UGCUGAGAGAAGUAGCAGUUAC. The protein sequence of the target gene is MVSNPVHGLPFLPGTSFKDSTKTAFHRSQTLSYRNGYAIVRRPTVGIGGDRLQFNQLSQAELDELASKAPVLTYGQPKQAPPADFIPAHVAFDKKVLKFDAYFQEDVPMSTEEQYRIRQVNIYYYLEDDSMSVIEPVVENSGILQGKLIKRQRLAKNDRGDHYHWKDLNRGINITIYGKTFRVVDCDQFTQVFLESQGIELNPPEKMALDPYTELRKQPLRKYVTPSDFDQLKQFLTFDKQVLRFYAIWDDTDSMYGECRTYIIHYYLMDDTVEIREVHERNDGRDPFPLLMNRQRVPKV.... Result: 0 (no interaction). (4) The miRNA is mmu-miR-24-3p with sequence UGGCUCAGUUCAGCAGGAACAG. The protein sequence of the target gene is MEAEAGGLEELTDEEMAALGKEELVRRLRREEAARLAALVQRGRLMQEVNRQLQGHLGEIRELKQLNRRLQAENRELRDLCCFLDSERQRGRRAARQWQLFGTQASRAVREDLGGCWQKLAELEGRQEELLRENLALKELCLALGEEWGPRGGPGGAVGSGAGPTPELALPPCGPRDLGDGSSSTGSVGSPDQLPLACSPDD. Result: 1 (interaction). (5) The miRNA is hsa-miR-6875-3p with sequence AUUCUUCCUGCCCUGGCUCCAU. The protein sequence of the target gene is MLHLHHSCLCFRSWLPAMLAVLLSLAPSASSDISASRPNILLLMADDLGIGDIGCYGNNTMRTPNIDRLAEDGVKLTQHISAASLCTPSRAAFLTGRYPVRSGMVSSIGYRVLQWTGASGGLPTNETTFAKILKEKGYATGLIGKWHLGLNCESASDHCHHPLHHGFDHFYGMPFSLMGDCARWELSEKRVNLEQKLNFLFQVLALVALTLVAGKLTHLIPVSWMPVIWSALSAVLLLASSYFVGALIVHADCFLMRNHTITEQPMCFQRTTPLILQEVASFLKRNKHGPFLLFVSFLHV.... Result: 1 (interaction).